From a dataset of Reaction yield outcomes from USPTO patents with 853,638 reactions. Predict the reaction yield, written as a fraction of the theoretical maximum amount of product (1.0 means a 100% yield; for example, 0.34 means a 34% yield). (1) The reactants are C(=O)([O-])[O-].[Na+].[Na+].[OH:7][C:8]1[CH:9]=[CH:10][C:11]([CH3:14])=[N:12][CH:13]=1.[I:15]I.[I-].[K+]. The catalyst is O. The product is [I:15][C:13]1[C:8]([OH:7])=[CH:9][CH:10]=[C:11]([CH3:14])[N:12]=1. The yield is 0.439. (2) The reactants are [Cl:1][C:2]1[S:6][C:5]([C:7]([OH:9])=[O:8])=[CH:4][CH:3]=1.OS(O)(=O)=O.[CH3:15]O. No catalyst specified. The product is [Cl:1][C:2]1[S:6][C:5]([C:7]([O:9][CH3:15])=[O:8])=[CH:4][CH:3]=1. The yield is 0.990. (3) The reactants are [N:1]1([C:8]2[CH:18]=[CH:17][C:11]([C:12]([O:14][CH2:15][CH3:16])=[O:13])=[CH:10][CH:9]=2)[CH2:7][CH2:6][CH2:5][NH:4][CH2:3][CH2:2]1.[CH:19](=O)[CH3:20].C(O)(=O)C.C([BH3-])#N.[Na+].C(O[BH-](OC(=O)C)OC(=O)C)(=O)C.[Na+]. The yield is 0.760. The product is [CH2:19]([N:4]1[CH2:5][CH2:6][CH2:7][N:1]([C:8]2[CH:18]=[CH:17][C:11]([C:12]([O:14][CH2:15][CH3:16])=[O:13])=[CH:10][CH:9]=2)[CH2:2][CH2:3]1)[CH3:20]. The catalyst is O1CCCC1.CO. (4) The reactants are [N+:1]([C:4]1[CH:12]=[C:11]2[C:7]([CH:8]=[CH:9][NH:10]2)=[CH:6][CH:5]=1)([O-:3])=[O:2].C([O-])(O)=O.[Na+].[CH3:18][N:19](C=O)C. The catalyst is CC#N. The product is [N+:1]([C:4]1[CH:12]=[C:11]2[C:7]([C:8]([C:18]#[N:19])=[CH:9][NH:10]2)=[CH:6][CH:5]=1)([O-:3])=[O:2]. The yield is 0.820.